Dataset: Forward reaction prediction with 1.9M reactions from USPTO patents (1976-2016). Task: Predict the product of the given reaction. (1) Given the reactants [CH3:1][CH:2]([N:4]1[CH2:10][CH2:9][CH2:8][N:7](C(OC(C)(C)C)=O)[CH2:6][CH2:5]1)[CH3:3].[ClH:18], predict the reaction product. The product is: [ClH:18].[ClH:18].[CH3:1][CH:2]([N:4]1[CH2:10][CH2:9][CH2:8][NH:7][CH2:6][CH2:5]1)[CH3:3]. (2) Given the reactants [Br:1][C:2]1[C:11]2[C:6](=[CH:7][CH:8]=[C:9]([C:12]#[N:13])[CH:10]=2)[CH:5]=[CH:4][C:3]=1[NH:14][C:15](=[O:21])[O:16][C:17]([CH3:20])([CH3:19])[CH3:18].[H-].[Na+].[Cl:24][CH:25]=[CH:26][CH2:27]Cl, predict the reaction product. The product is: [Br:1][C:2]1[C:11]2[C:6](=[CH:7][CH:8]=[C:9]([C:12]#[N:13])[CH:10]=2)[CH:5]=[CH:4][C:3]=1[N:14]([CH2:27][CH:26]=[CH:25][Cl:24])[C:15](=[O:21])[O:16][C:17]([CH3:18])([CH3:20])[CH3:19].